Dataset: Full USPTO retrosynthesis dataset with 1.9M reactions from patents (1976-2016). Task: Predict the reactants needed to synthesize the given product. (1) The reactants are: [CH:1]1([CH:7]([O:11][CH3:12])[C:8]([OH:10])=O)[CH2:6][CH2:5][CH2:4][CH2:3][CH2:2]1.CN([C:16]([O:20][N:21]1N=NC2C=CC=N[C:22]1=2)=[N+](C)C)C.F[P-](F)(F)(F)(F)F.CCN(C(C)C)C(C)C.Cl.CNOC. Given the product [CH:1]1([CH:7]([O:11][CH3:12])[C:8]([N:21]([O:20][CH3:16])[CH3:22])=[O:10])[CH2:2][CH2:3][CH2:4][CH2:5][CH2:6]1, predict the reactants needed to synthesize it. (2) Given the product [Cl:1][C:2]1[CH:7]=[C:6]([C:8]2[CH:9]=[N:10][N:11]([CH:13]([O:15][CH2:16][CH3:17])[CH3:14])[CH:12]=2)[C:5]([C:18]2[CH:19]=[C:20]([F:25])[CH:21]=[C:22]([F:24])[CH:23]=2)=[C:4]([CH:26]([NH2:33])[CH3:27])[CH:3]=1, predict the reactants needed to synthesize it. The reactants are: [Cl:1][C:2]1[CH:7]=[C:6]([C:8]2[CH:9]=[N:10][N:11]([CH:13]([O:15][CH2:16][CH3:17])[CH3:14])[CH:12]=2)[C:5]([C:18]2[CH:23]=[C:22]([F:24])[CH:21]=[C:20]([F:25])[CH:19]=2)=[C:4]([C:26](=O)[CH3:27])[CH:3]=1.C([O-])(=O)C.[NH4+:33].